Dataset: NCI-60 drug combinations with 297,098 pairs across 59 cell lines. Task: Regression. Given two drug SMILES strings and cell line genomic features, predict the synergy score measuring deviation from expected non-interaction effect. (1) Drug 1: C1=CC(=CC=C1C#N)C(C2=CC=C(C=C2)C#N)N3C=NC=N3. Cell line: NCI-H460. Drug 2: C1CN1C2=NC(=NC(=N2)N3CC3)N4CC4. Synergy scores: CSS=44.0, Synergy_ZIP=0.694, Synergy_Bliss=-0.979, Synergy_Loewe=-8.66, Synergy_HSA=0.669. (2) Drug 1: CC1=C(C=C(C=C1)C(=O)NC2=CC(=CC(=C2)C(F)(F)F)N3C=C(N=C3)C)NC4=NC=CC(=N4)C5=CN=CC=C5. Drug 2: CC(C)NC(=O)C1=CC=C(C=C1)CNNC.Cl. Cell line: MALME-3M. Synergy scores: CSS=-1.74, Synergy_ZIP=1.75, Synergy_Bliss=1.62, Synergy_Loewe=-0.777, Synergy_HSA=-0.977. (3) Drug 1: C#CCC(CC1=CN=C2C(=N1)C(=NC(=N2)N)N)C3=CC=C(C=C3)C(=O)NC(CCC(=O)O)C(=O)O. Drug 2: CC1C(C(CC(O1)OC2CC(CC3=C2C(=C4C(=C3O)C(=O)C5=C(C4=O)C(=CC=C5)OC)O)(C(=O)CO)O)N)O.Cl. Cell line: PC-3. Synergy scores: CSS=11.2, Synergy_ZIP=-5.91, Synergy_Bliss=-0.946, Synergy_Loewe=-2.26, Synergy_HSA=-1.64.